This data is from Full USPTO retrosynthesis dataset with 1.9M reactions from patents (1976-2016). The task is: Predict the reactants needed to synthesize the given product. (1) The reactants are: CN1[CH2:24][CH2:23][C:5]2[N:6]([CH2:14][CH2:15][C:16]3[CH:17]=[N:18][C:19]([CH3:22])=[CH:20][CH:21]=3)[C:7]3[CH:8]=[CH:9][C:10]([CH3:13])=[CH:11][C:12]=3[C:4]=2[CH2:3]1.[S:25]1CCC(=O)CC1. Given the product [CH3:13][C:10]1[CH:9]=[CH:8][C:7]2[N:6]([CH2:14][CH2:15][C:16]3[CH:17]=[N:18][C:19]([CH3:22])=[CH:20][CH:21]=3)[C:5]3[CH2:23][CH2:24][S:25][CH2:3][C:4]=3[C:12]=2[CH:11]=1, predict the reactants needed to synthesize it. (2) Given the product [F:42][C:18]1[CH:19]=[C:20]([O:23][C:24]2[CH:29]=[CH:28][N:27]=[C:26]([NH:30][C:31]([N:33]([CH3:41])[CH:34]3[CH2:39][CH2:38][N:37]([CH3:40])[CH2:36][CH2:35]3)=[O:32])[CH:25]=2)[CH:21]=[CH:22][C:17]=1[NH:16][C:14]([C:11]1([C:9]([OH:10])=[O:8])[CH2:13][CH2:12]1)=[O:15], predict the reactants needed to synthesize it. The reactants are: C([O:8][C:9]([C:11]1([C:14]([NH:16][C:17]2[CH:22]=[CH:21][C:20]([O:23][C:24]3[CH:29]=[CH:28][N:27]=[C:26]([NH:30][C:31]([N:33]([CH3:41])[CH:34]4[CH2:39][CH2:38][N:37]([CH3:40])[CH2:36][CH2:35]4)=[O:32])[CH:25]=3)=[CH:19][C:18]=2[F:42])=[O:15])[CH2:13][CH2:12]1)=[O:10])C1C=CC=CC=1.CO. (3) Given the product [CH3:1][O:2][C:3]1[CH:8]=[CH:7][C:6]([NH:9]/[C:10](=[C:18]2\[C:19](=[O:30])[NH:20][C:21]3[C:26]\2=[CH:25][C:24]([N+:27]([O-:29])=[O:28])=[CH:23][CH:22]=3)/[C:11]2[CH:16]=[CH:15][C:14](/[CH:33]=[CH:32]/[C:31]([O:35][CH3:36])=[O:34])=[CH:13][CH:12]=2)=[CH:5][CH:4]=1, predict the reactants needed to synthesize it. The reactants are: [CH3:1][O:2][C:3]1[CH:8]=[CH:7][C:6]([NH:9]/[C:10](=[C:18]2\[C:19](=[O:30])[NH:20][C:21]3[C:26]\2=[CH:25][C:24]([N+:27]([O-:29])=[O:28])=[CH:23][CH:22]=3)/[C:11]2[CH:16]=[CH:15][C:14](I)=[CH:13][CH:12]=2)=[CH:5][CH:4]=1.[C:31]([O:35][CH3:36])(=[O:34])[CH:32]=[CH2:33].C(N(CC)CC)C. (4) Given the product [Cl:10][C:11]1[S:12][C:13]([CH2:16][N:3]2[C:2]([CH3:1])=[CH:6][C:5]([CH3:7])=[N:4]2)=[CH:14][N:15]=1, predict the reactants needed to synthesize it. The reactants are: [CH3:1][C:2]1[CH:6]=[C:5]([CH3:7])[NH:4][N:3]=1.[H-].[Na+].[Cl:10][C:11]1[S:12][C:13]([CH2:16]Cl)=[CH:14][N:15]=1. (5) Given the product [NH2:1][C:2]1[N:3]=[C:4]([NH:16][CH2:10][CH2:11][CH2:12][CH2:13][CH2:14][CH3:15])[CH:5]=[C:6]([Cl:8])[N:7]=1, predict the reactants needed to synthesize it. The reactants are: [NH2:1][C:2]1[N:7]=[C:6]([Cl:8])[CH:5]=[C:4](Cl)[N:3]=1.[CH2:10]([NH2:16])[CH2:11][CH2:12][CH2:13][CH2:14][CH3:15].